From a dataset of Forward reaction prediction with 1.9M reactions from USPTO patents (1976-2016). Predict the product of the given reaction. (1) Given the reactants [C:1]([O:5][C:6](=[O:22])[NH:7][C:8]1[CH:13]=[C:12]([N:14]([CH3:16])[CH3:15])[C:11]([C:17]([F:20])([F:19])[F:18])=[CH:10][C:9]=1[NH2:21])([CH3:4])([CH3:3])[CH3:2].C([O:27][C:28](=O)[CH2:29][C:30]([C:32]1[CH:37]=[CH:36][CH:35]=[C:34]([C:38]2[N:39]=[N:40][C:41]([CH3:44])=[CH:42][CH:43]=2)[CH:33]=1)=[O:31])(C)(C)C, predict the reaction product. The product is: [C:1]([O:5][C:6](=[O:22])[NH:7][C:8]1[CH:13]=[C:12]([N:14]([CH3:16])[CH3:15])[C:11]([C:17]([F:20])([F:19])[F:18])=[CH:10][C:9]=1[NH:21][C:28](=[O:27])[CH2:29][C:30]([C:32]1[CH:37]=[CH:36][CH:35]=[C:34]([C:38]2[N:39]=[N:40][C:41]([CH3:44])=[CH:42][CH:43]=2)[CH:33]=1)=[O:31])([CH3:4])([CH3:2])[CH3:3]. (2) Given the reactants [Br:1][C:2]1[CH:3]=[C:4]([CH:7]=[CH:8][C:9]=1[F:10])[CH:5]=O.[NH2:11][C:12]1[CH2:16][CH2:15][C:14](=[O:17])[CH:13]=1.[S:18]1(=O)(=O)[CH2:24][CH2:23][CH2:22][CH2:21][C:20](=O)[CH2:19]1, predict the reaction product. The product is: [Br:1][C:2]1[CH:3]=[C:4]([CH:5]2[C:19]3[S:18][CH2:24][CH2:23][CH2:22][CH2:21][C:20]=3[NH:11][C:12]3[CH2:16][CH2:15][C:14](=[O:17])[C:13]2=3)[CH:7]=[CH:8][C:9]=1[F:10]. (3) Given the reactants [Cl:1][C:2]1[C:7]([Cl:8])=[CH:6][C:5]([CH2:9][S:10]C)=[CH:4][N:3]=1.[N:12]#[C:13][NH2:14].IC1C=CC=C(CC([O-])=O)C=1CC([O-])=O.S(=O)(O)[O-].[Na+], predict the reaction product. The product is: [Cl:8][C:7]1[CH:6]=[C:5]([CH2:9][SH:10]=[N:14][C:13]#[N:12])[CH:4]=[N:3][C:2]=1[Cl:1]. (4) Given the reactants [C:1]([C:5]1[CH:10]=[C:9]([C:11]([CH3:14])([CH3:13])[CH3:12])[CH:8]=[CH:7][C:6]=1[OH:15])([CH3:4])([CH3:3])[CH3:2].C(N(CC)CC)C.[CH2:23]([S:25](Cl)(=[O:27])=[O:26])[CH3:24], predict the reaction product. The product is: [CH2:23]([S:25]([O:15][C:6]1[CH:7]=[CH:8][C:9]([C:11]([CH3:14])([CH3:13])[CH3:12])=[CH:10][C:5]=1[C:1]([CH3:4])([CH3:3])[CH3:2])(=[O:27])=[O:26])[CH3:24]. (5) Given the reactants [CH2:1]([N:3]1[C:12](=[O:13])[CH2:11][C:10]2[C:5](=[C:6]([N+:14]([O-])=O)[CH:7]=[CH:8][CH:9]=2)[CH2:4]1)[CH3:2].[NH4+].[Cl-].CCOC(C)=O.S([O-])([O-])(=O)=O.[Na+].[Na+], predict the reaction product. The product is: [NH2:14][C:6]1[CH:7]=[CH:8][CH:9]=[C:10]2[C:5]=1[CH2:4][N:3]([CH2:1][CH3:2])[C:12](=[O:13])[CH2:11]2.